Dataset: Catalyst prediction with 721,799 reactions and 888 catalyst types from USPTO. Task: Predict which catalyst facilitates the given reaction. (1) Reactant: ClC1C=[CH:6][C:5]([C:8]([F:11])([F:10])[F:9])=[CH:4][C:3]=1[S:12]([NH:15][C:16]1[CH:21]=[CH:20][CH:19]=[CH:18][C:17]=1[NH:22][S:23]([C:26]1[CH:31]=[CH:30][C:29]([Cl:32])=[CH:28][CH:27]=1)(=[O:25])=[O:24])(=[O:14])=[O:13].C[O-].[Na+].O1[CH2:41][CH2:40][O:39][CH2:38]C1. Product: [Cl:32][C:29]1[CH:30]=[CH:31][C:26]([S:23]([NH:22][C:17]2[CH:18]=[CH:19][CH:20]=[CH:21][C:16]=2[NH:15][S:12]([C:3]2[CH:4]=[C:5]([C:8]([F:10])([F:9])[F:11])[CH:6]=[CH:41][C:40]=2[O:39][CH3:38])(=[O:13])=[O:14])(=[O:25])=[O:24])=[CH:27][CH:28]=1. The catalyst class is: 25. (2) Reactant: [F:1][C:2]([F:17])([F:16])[C:3]1[CH:4]=[C:5]([CH:13]=[CH:14][CH:15]=1)[CH2:6][N:7]1[CH2:12][CH2:11][NH:10][CH2:9][CH2:8]1.[O:18]=[C:19]1[C:23]([C:30]2[CH:35]=[CH:34][CH:33]=[CH:32][CH:31]=2)([C:24]2[CH:29]=[CH:28][CH:27]=[CH:26][CH:25]=2)[CH2:22][CH2:21][N:20]1[CH2:36][C:37](O)=[O:38].C(N(C(C)C)CC)(C)C. Product: [O:38]=[C:37]([N:10]1[CH2:11][CH2:12][N:7]([CH2:6][C:5]2[CH:13]=[CH:14][CH:15]=[C:3]([C:2]([F:1])([F:16])[F:17])[CH:4]=2)[CH2:8][CH2:9]1)[CH2:36][N:20]1[CH2:21][CH2:22][C:23]([C:30]2[CH:35]=[CH:34][CH:33]=[CH:32][CH:31]=2)([C:24]2[CH:29]=[CH:28][CH:27]=[CH:26][CH:25]=2)[C:19]1=[O:18]. The catalyst class is: 4. (3) Reactant: Br[CH2:2]/[C:3](/[C:11]1([C:14]([O:16][CH2:17][CH3:18])=[O:15])[CH2:13][CH2:12]1)=[C:4](/[F:10])\[C:5]([O:7]CC)=O.C(=O)([O-])O.[Na+].[C:24]1([C@@H:30]([NH2:32])[CH3:31])[CH:29]=[CH:28][CH:27]=[CH:26][CH:25]=1. Product: [CH2:17]([O:16][C:14]([C:11]1([C:3]2[CH2:2][N:32]([C@H:30]([C:24]3[CH:29]=[CH:28][CH:27]=[CH:26][CH:25]=3)[CH3:31])[C:5](=[O:7])[C:4]=2[F:10])[CH2:12][CH2:13]1)=[O:15])[CH3:18]. The catalyst class is: 8. (4) Reactant: [CH2:1]([CH:8]([C:19](=[O:28])[CH:20]=[CH:21][C:22]1[CH:27]=[CH:26][CH:25]=[CH:24][CH:23]=1)[C:9](=[O:18])[CH:10]=[CH:11][C:12]1[CH:17]=[CH:16][CH:15]=[CH:14][CH:13]=1)[C:2]1[CH:7]=[CH:6][CH:5]=[CH:4][CH:3]=1.CCCCCC. Product: [CH2:1]([CH:8]([C:9](=[O:18])[CH2:10][CH2:11][C:12]1[CH:17]=[CH:16][CH:15]=[CH:14][CH:13]=1)[C:19](=[O:28])[CH2:20][CH2:21][C:22]1[CH:23]=[CH:24][CH:25]=[CH:26][CH:27]=1)[C:2]1[CH:3]=[CH:4][CH:5]=[CH:6][CH:7]=1. The catalyst class is: 153. (5) Reactant: C(N([CH2:6][CH3:7])CC)C.Cl.[O:9]1[CH2:13][CH2:12][CH:11]([CH2:14][NH2:15])[CH2:10]1.[O:16]1[CH2:20][CH2:19][CH2:18][CH2:17]1.Cl.C(N=C=N[CH2:27][CH2:28][CH2:29]N(C)C)C. Product: [O:9]1[CH2:13][CH2:12][CH:11]([CH2:14][NH:15][C:17](=[O:16])/[CH:18]=[CH:19]/[CH2:20][CH2:27][CH2:28][CH2:29][CH2:6][CH3:7])[CH2:10]1. The catalyst class is: 6. (6) Reactant: C([N:14]1[CH2:17][C:16]([CH2:19][NH:20][C:21](=[O:26])[C:22]([F:25])([F:24])[F:23])([CH3:18])[CH2:15]1)(C1C=CC=CC=1)C1C=CC=CC=1.[ClH:27]. Product: [ClH:27].[F:25][C:22]([F:23])([F:24])[C:21]([NH:20][CH2:19][C:16]1([CH3:18])[CH2:15][NH:14][CH2:17]1)=[O:26]. The catalyst class is: 19. (7) Reactant: [Cl:1][C:2]1[NH:6][C:5]2[CH:7]=[C:8]([Cl:16])[C:9]([O:11][C:12]([F:15])([F:14])[F:13])=[CH:10][C:4]=2[N:3]=1.C([O-])([O-])=O.[K+].[K+].[CH3:23][N:24]([CH3:29])[S:25](Cl)(=[O:27])=[O:26]. The catalyst class is: 3. Product: [CH3:23][N:24]([CH3:29])[S:25]([N:6]1[C:5]2[CH:7]=[C:8]([Cl:16])[C:9]([O:11][C:12]([F:15])([F:14])[F:13])=[CH:10][C:4]=2[N:3]=[C:2]1[Cl:1])(=[O:27])=[O:26]. (8) Reactant: [Cl:1][C:2]1[C:3]([O:9][CH:10]2[CH2:15][CH2:14][N:13]([C:16]([O:18][C:19]([CH3:22])([CH3:21])[CH3:20])=[O:17])[CH2:12][CH2:11]2)=[CH:4][C:5](=[O:8])[NH:6][CH:7]=1.[H-].[Na+].[F:25][C:26]1[CH:31]=[C:30](F)[CH:29]=[CH:28][C:27]=1[S:33]([CH3:36])(=[O:35])=[O:34]. Product: [Cl:1][C:2]1[C:3]([O:9][CH:10]2[CH2:15][CH2:14][N:13]([C:16]([O:18][C:19]([CH3:22])([CH3:21])[CH3:20])=[O:17])[CH2:12][CH2:11]2)=[CH:4][C:5](=[O:8])[N:6]([C:30]2[CH:29]=[CH:28][C:27]([S:33]([CH3:36])(=[O:34])=[O:35])=[C:26]([F:25])[CH:31]=2)[CH:7]=1. The catalyst class is: 3. (9) Reactant: [OH:1][CH:2]([CH2:21][OH:22])[CH2:3][O:4][C:5]1[C:18]2[S:17][C:16]3[C:11](=[CH:12][CH:13]=[CH:14][CH:15]=3)[C:10](=[O:19])[C:9]=2[C:8]([F:20])=[CH:7][CH:6]=1.Cl[CH2:24][CH2:25][C:26](Cl)=[O:27].C(=O)([O-])[O-].[K+].[K+].[C:35]([C:39]1C=C(C)C=C(C(C)(C)C)[C:40]=1[OH:50])(C)(C)C. Product: [C:26]([O:1][CH:2]([CH2:3][O:4][C:5]1[C:18]2[S:17][C:16]3[C:11](=[CH:12][CH:13]=[CH:14][CH:15]=3)[C:10](=[O:19])[C:9]=2[C:8]([F:20])=[CH:7][CH:6]=1)[CH2:21][O:22][C:40](=[O:50])[CH:39]=[CH2:35])(=[O:27])[CH:25]=[CH2:24]. The catalyst class is: 545.